Dataset: Full USPTO retrosynthesis dataset with 1.9M reactions from patents (1976-2016). Task: Predict the reactants needed to synthesize the given product. (1) Given the product [CH3:31][C:24]1[CH:25]=[CH:20][C:21]([S:26]([O:1][C:2]2[CH:6]=[C:5]([CH:7]3[CH2:12][CH2:11][N:10]([C:13]([O:15][C:16]([CH3:19])([CH3:18])[CH3:17])=[O:14])[CH2:9][CH2:8]3)[O:4][N:3]=2)(=[O:27])=[O:28])=[CH:22][CH:23]=1, predict the reactants needed to synthesize it. The reactants are: [OH:1][C:2]1[CH:6]=[C:5]([CH:7]2[CH2:12][CH2:11][N:10]([C:13]([O:15][C:16]([CH3:19])([CH3:18])[CH3:17])=[O:14])[CH2:9][CH2:8]2)[O:4][N:3]=1.[C:20]1(C)[C:21]([S:26](Cl)(=[O:28])=[O:27])=[CH:22][CH:23]=[CH:24][CH:25]=1.[CH2:31](N(CC)CC)C. (2) Given the product [CH:1]([C:4]1[C:12]2[C:7](=[N:8][CH:9]=[CH:10][C:11]=2[C:13]2[CH:14]=[N:15][C:16]3[C:21]([CH:22]=2)=[CH:20][CH:19]=[CH:18][CH:17]=3)[N:6]([C:23]2[CH:30]=[CH:29][C:26]([C:27]([NH2:28])=[O:75])=[C:25]([NH:31][C:32]3[CH:37]=[CH:36][C:35]([N:38]4[CH2:39][CH2:40][O:41][CH2:42][CH2:43]4)=[CH:34][CH:33]=3)[CH:24]=2)[N:5]=1)([CH3:3])[CH3:2], predict the reactants needed to synthesize it. The reactants are: [CH:1]([C:4]1[C:12]2[C:7](=[N:8][CH:9]=[CH:10][C:11]=2[C:13]2[CH:14]=[N:15][C:16]3[C:21]([CH:22]=2)=[CH:20][CH:19]=[CH:18][CH:17]=3)[N:6]([C:23]2[CH:30]=[CH:29][C:26]([C:27]#[N:28])=[C:25]([NH:31][C:32]3[CH:37]=[CH:36][C:35]([N:38]4[CH2:43][CH2:42][O:41][CH2:40][CH2:39]4)=[CH:34][CH:33]=3)[CH:24]=2)[N:5]=1)([CH3:3])[CH3:2].BrC1C=C(N2C3=NC=CC(C4C=NC5C(C=4)=CC=CC=5)=C3C(C(C)C)=N2)C=CC=1C#N.[O:75]1CCN(C2C=CC(N)=CC=2)CC1. (3) Given the product [CH:21]([N:20]1[C:16]([C:14]2[N:15]=[C:5]3[C:4]4[CH:3]=[C:2]([N:27]5[CH2:28][CH2:29][NH:24][C:25](=[O:30])[CH2:26]5)[N:12]=[CH:11][C:10]=4[O:9][CH2:8][CH2:7][N:6]3[CH:13]=2)=[N:17][CH:18]=[N:19]1)([CH3:23])[CH3:22], predict the reactants needed to synthesize it. The reactants are: Cl[C:2]1[N:12]=[CH:11][C:10]2[O:9][CH2:8][CH2:7][N:6]3[CH:13]=[C:14]([C:16]4[N:20]([CH:21]([CH3:23])[CH3:22])[N:19]=[CH:18][N:17]=4)[N:15]=[C:5]3[C:4]=2[CH:3]=1.[NH:24]1[CH2:29][CH2:28][NH:27][CH2:26][C:25]1=[O:30].CC(C1C=C(C(C)C)C(C2C=CC=CC=2P(C2CCCCC2)C2CCCCC2)=C(C(C)C)C=1)C.CC(C)([O-])C.[Na+]. (4) Given the product [Cl:2][C:3]1[CH:8]=[CH:7][C:6]([NH:9][C:10]([NH2:1])=[O:11])=[CH:5][C:4]=1[CH:12]=[C:13]([Cl:19])[C:14]([O:16][CH2:17][CH3:18])=[O:15], predict the reactants needed to synthesize it. The reactants are: [NH3:1].[Cl:2][C:3]1[CH:8]=[CH:7][C:6]([N:9]=[C:10]=[O:11])=[CH:5][C:4]=1[CH:12]=[C:13]([Cl:19])[C:14]([O:16][CH2:17][CH3:18])=[O:15]. (5) Given the product [Cl:14][C:15]1[CH:20]=[CH:19][CH:18]=[C:17]([Cl:21])[C:16]=1[C:22]1[NH:23][C:24]2[CH:30]=[C:29]([C:31]3[O:8][C:7]([C:6]4[CH:5]=[N:4][C:3]([C:2]([F:13])([F:12])[F:1])=[CH:11][CH:10]=4)=[N:34][N:33]=3)[CH:28]=[CH:27][C:25]=2[N:26]=1, predict the reactants needed to synthesize it. The reactants are: [F:1][C:2]([F:13])([F:12])[C:3]1[CH:11]=[CH:10][C:6]([C:7](Cl)=[O:8])=[CH:5][N:4]=1.[Cl:14][C:15]1[CH:20]=[CH:19][CH:18]=[C:17]([Cl:21])[C:16]=1[C:22]1[NH:23][C:24]2[CH:30]=[C:29]([C:31]([NH:33][NH2:34])=O)[CH:28]=[CH:27][C:25]=2[N:26]=1.CCOP(O)N(C(C)C)C(C)C.CC[N+](S(N=C(OC)[O-])(=O)=O)(CC)CC. (6) Given the product [Cl:17][CH2:16][CH2:15][CH2:14][O:8][C:7]1[C:2]([F:1])=[CH:3][C:4]([C:10](=[O:12])[CH3:11])=[CH:5][C:6]=1[F:9], predict the reactants needed to synthesize it. The reactants are: [F:1][C:2]1[CH:3]=[C:4]([C:10](=[O:12])[CH3:11])[CH:5]=[C:6]([F:9])[C:7]=1[OH:8].Br[CH2:14][CH2:15][CH2:16][Cl:17].C([O-])([O-])=O.[K+].[K+]. (7) Given the product [NH:27]1[C:35]2[C:30](=[CH:31][CH:32]=[CH:33][CH:34]=2)[C:29](/[CH:36]=[C:7]2\[O:8][C:4]3[C:3]([C:12]([N:14]4[CH2:19][CH2:18][N:17]([C:20]([O:22][C:23]([CH3:26])([CH3:25])[CH3:24])=[O:21])[CH2:16][CH2:15]4)=[O:13])=[C:2]([OH:1])[CH:11]=[CH:10][C:5]=3[C:6]\2=[O:9])=[N:28]1, predict the reactants needed to synthesize it. The reactants are: [OH:1][C:2]1[CH:11]=[CH:10][C:5]2[C:6](=[O:9])[CH2:7][O:8][C:4]=2[C:3]=1[C:12]([N:14]1[CH2:19][CH2:18][N:17]([C:20]([O:22][C:23]([CH3:26])([CH3:25])[CH3:24])=[O:21])[CH2:16][CH2:15]1)=[O:13].[NH:27]1[C:35]2[C:30](=[CH:31][CH:32]=[CH:33][CH:34]=2)[C:29]([CH:36]=O)=[N:28]1.